Dataset: Forward reaction prediction with 1.9M reactions from USPTO patents (1976-2016). Task: Predict the product of the given reaction. The product is: [Cl:1][C:2]1[C:3]([C:9](=[O:11])[CH3:10])=[N:4][CH:5]=[C:6]([O:8][CH2:24][C:25]([F:28])([F:27])[F:26])[CH:7]=1. Given the reactants [Cl:1][C:2]1[C:3]([C:9](=[O:11])[CH3:10])=[N:4][CH:5]=[C:6]([OH:8])[CH:7]=1.C(=O)([O-])[O-].[K+].[K+].FC(F)(F)S(O[CH2:24][C:25]([F:28])([F:27])[F:26])(=O)=O.O, predict the reaction product.